This data is from NCI-60 drug combinations with 297,098 pairs across 59 cell lines. The task is: Regression. Given two drug SMILES strings and cell line genomic features, predict the synergy score measuring deviation from expected non-interaction effect. Drug 1: CN(C)N=NC1=C(NC=N1)C(=O)N. Drug 2: CC1CCCC2(C(O2)CC(NC(=O)CC(C(C(=O)C(C1O)C)(C)C)O)C(=CC3=CSC(=N3)C)C)C. Cell line: TK-10. Synergy scores: CSS=-1.79, Synergy_ZIP=0.0195, Synergy_Bliss=0.0141, Synergy_Loewe=-3.72, Synergy_HSA=-2.35.